Dataset: Full USPTO retrosynthesis dataset with 1.9M reactions from patents (1976-2016). Task: Predict the reactants needed to synthesize the given product. (1) Given the product [CH2:1]([O:3][C:4](=[O:16])[C:5]([CH3:6])([S:7]([C:10]1[CH:14]=[CH:13][O:12][C:11]=1[CH3:15])(=[O:8])=[O:9])[CH2:18][C:19]1[CH:33]=[CH:32][C:22]([O:23][CH2:24][CH2:25][N:26]2[CH2:31][CH2:30][CH2:29][CH2:28][CH2:27]2)=[CH:21][CH:20]=1)[CH3:2], predict the reactants needed to synthesize it. The reactants are: [CH2:1]([O:3][C:4](=[O:16])[CH:5]([S:7]([C:10]1[CH:14]=[CH:13][O:12][C:11]=1[CH3:15])(=[O:9])=[O:8])[CH3:6])[CH3:2].Cl[CH2:18][C:19]1[CH:33]=[CH:32][C:22]([O:23][CH2:24][CH2:25][N:26]2[CH2:31][CH2:30][CH2:29][CH2:28][CH2:27]2)=[CH:21][CH:20]=1. (2) Given the product [O:3]1[CH2:4][CH2:5][N:6]([C@H:9]2[CH2:10][CH2:11][C@H:12]([NH:15][C:17]3[CH:22]=[CH:21][C:20]([S:23]([NH2:26])(=[O:25])=[O:24])=[CH:19][C:18]=3[N+:27]([O-:29])=[O:28])[CH2:13][CH2:14]2)[CH2:7][CH2:8]1, predict the reactants needed to synthesize it. The reactants are: Cl.Cl.[O:3]1[CH2:8][CH2:7][N:6]([C@H:9]2[CH2:14][CH2:13][C@H:12]([NH2:15])[CH2:11][CH2:10]2)[CH2:5][CH2:4]1.F[C:17]1[CH:22]=[CH:21][C:20]([S:23]([NH2:26])(=[O:25])=[O:24])=[CH:19][C:18]=1[N+:27]([O-:29])=[O:28].C(N(C(C)C)CC)(C)C. (3) Given the product [Br:1][C:2]1[C:3]([C:24]2[CH:29]=[CH:28][N:27]=[C:26]([NH:30][CH3:31])[N:25]=2)=[C:4]([C:17]2[CH:18]=[CH:19][C:20]([F:23])=[CH:21][CH:22]=2)[NH:5][CH:6]=1, predict the reactants needed to synthesize it. The reactants are: [Br:1][C:2]1[C:3]([C:24]2[CH:29]=[CH:28][N:27]=[C:26]([N:30](C(OC(C)(C)C)=O)[CH3:31])[N:25]=2)=[C:4]([C:17]2[CH:22]=[CH:21][C:20]([F:23])=[CH:19][CH:18]=2)[N:5]([Si](C(C)C)(C(C)C)C(C)C)[CH:6]=1.O1CCCC1.O.C(=O)([O-])O.[Na+]. (4) The reactants are: [CH3:1][O:2][C:3]1[CH:22]=[CH:21][C:6]([CH2:7][C@@H:8]2[C:12]3=[N:13][C:14]4[CH:19]=[CH:18][CH:17]=[CH:16][C:15]=4[N:11]3[C:10](=[O:20])[NH:9]2)=[CH:5][CH:4]=1.[C:23]1([CH3:31])[CH:28]=[CH:27][CH:26]=[CH:25][C:24]=1[CH2:29][NH2:30]. Given the product [NH:13]1[C:14]2[CH:19]=[CH:18][CH:17]=[CH:16][C:15]=2[N:11]=[C:12]1[C@H:8]([NH:9][C:10]([NH:30][CH2:29][C:24]1[CH:25]=[CH:26][CH:27]=[CH:28][C:23]=1[CH3:31])=[O:20])[CH2:7][C:6]1[CH:21]=[CH:22][C:3]([O:2][CH3:1])=[CH:4][CH:5]=1, predict the reactants needed to synthesize it.